Dataset: Full USPTO retrosynthesis dataset with 1.9M reactions from patents (1976-2016). Task: Predict the reactants needed to synthesize the given product. (1) Given the product [ClH:1].[CH3:2][C:3]1[CH:4]=[CH:5][C:6]2[CH2:7][NH:8][C@@H:9]3[C@@H:14]([C:15]=2[CH:16]=1)[C:13]1[CH:17]=[C:18]([O:23][CH3:24])[C:19]([O:21][CH3:22])=[CH:20][C:12]=1[CH2:11][CH2:10]3, predict the reactants needed to synthesize it. The reactants are: [ClH:1].[CH3:2][C:3]1[CH:4]=[CH:5][C:6]2[CH2:7][N:8](CC3C=CC=CC=3)[C@@H:9]3[C@@H:14]([C:15]=2[CH:16]=1)[C:13]1[CH:17]=[C:18]([O:23][CH3:24])[C:19]([O:21][CH3:22])=[CH:20][C:12]=1[CH2:11][CH2:10]3. (2) The reactants are: [C:1]([O:5][C:6](=[O:26])[NH:7][CH2:8][CH2:9][C:10](=[O:25])[NH:11][C:12]1[CH:17]=[CH:16][C:15]([N:18]=[CH:19][N:20](C)C)=[C:14]([C:23]#[N:24])[CH:13]=1)([CH3:4])([CH3:3])[CH3:2].N[C:28]1[CH:42]=[CH:41][C:31]([C:32]([NH:34][C:35]2[CH:40]=[CH:39][CH:38]=[CH:37][CH:36]=2)=[O:33])=[CH:30][CH:29]=1. Given the product [C:1]([O:5][C:6](=[O:26])[NH:7][CH2:8][CH2:9][C:10](=[O:25])[NH:11][C:12]1[CH:13]=[C:14]2[C:15](=[CH:16][CH:17]=1)[N:18]=[CH:19][N:20]=[C:23]2[NH:24][C:28]1[CH:29]=[CH:30][C:31]([C:32](=[O:33])[NH:34][C:35]2[CH:40]=[CH:39][CH:38]=[CH:37][CH:36]=2)=[CH:41][CH:42]=1)([CH3:2])([CH3:3])[CH3:4], predict the reactants needed to synthesize it. (3) Given the product [C:1]([O:9][CH2:10][C@:11]1([O:44][CH2:43][C@@H:33]([O:34][C:35](=[O:42])[C:36]2[CH:41]=[CH:40][CH:39]=[CH:38][CH:37]=2)[C@@H:23]([O:24][C:25](=[O:32])[C:26]2[CH:27]=[CH:28][CH:29]=[CH:30][CH:31]=2)[C@@H:13]1[O:14][C:15](=[O:22])[C:16]1[CH:17]=[CH:18][CH:19]=[CH:20][CH:21]=1)[O:12][CH3:45])(=[O:8])[C:2]1[CH:3]=[CH:4][CH:5]=[CH:6][CH:7]=1, predict the reactants needed to synthesize it. The reactants are: [C:1]([O:9][CH2:10][C@:11]1([O:44][CH2:43][C@@H:33]([O:34][C:35](=[O:42])[C:36]2[CH:41]=[CH:40][CH:39]=[CH:38][CH:37]=2)[C@@H:23]([O:24][C:25](=[O:32])[C:26]2[CH:31]=[CH:30][CH:29]=[CH:28][CH:27]=2)[C@@H:13]1[O:14][C:15](=[O:22])[C:16]1[CH:21]=[CH:20][CH:19]=[CH:18][CH:17]=1)[OH:12])(=[O:8])[C:2]1[CH:7]=[CH:6][CH:5]=[CH:4][CH:3]=1.[CH3:45]C(C)=O.C(=O)([O-])[O-].[K+].[K+]. (4) Given the product [CH:8]([N:11]1[C:15]([C:16]2[S:17][C:18]3[CH2:19][CH2:20][O:21][C:22]4[CH:29]=[C:28]([CH:30]5[CH2:35][CH2:34][N:33]([CH2:37][CH2:36][S:38]([CH3:41])(=[O:40])=[O:39])[CH2:32][CH2:31]5)[CH:27]=[CH:26][C:23]=4[C:24]=3[N:25]=2)=[N:14][CH:13]=[N:12]1)([CH3:10])[CH3:9], predict the reactants needed to synthesize it. The reactants are: OC(C(F)(F)F)=O.[CH:8]([N:11]1[C:15]([C:16]2[S:17][C:18]3[CH2:19][CH2:20][O:21][C:22]4[CH:29]=[C:28]([CH:30]5[CH2:35][CH2:34][NH:33][CH2:32][CH2:31]5)[CH:27]=[CH:26][C:23]=4[C:24]=3[N:25]=2)=[N:14][CH:13]=[N:12]1)([CH3:10])[CH3:9].[CH:36]([S:38]([CH3:41])(=[O:40])=[O:39])=[CH2:37].C(Cl)Cl.CO. (5) The reactants are: [CH3:1][O:2][C:3]([C:5]1[S:14][C:8]2[N:9]=[CH:10][N:11]=[C:12](Cl)[C:7]=2[C:6]=1[O:15][CH3:16])=[O:4].[CH3:17][O:18][C:19]1[CH:24]=[CH:23][C:22]([CH:25]([NH2:27])[CH3:26])=[CH:21][CH:20]=1.[CH2:28](N(CC)CC)C. Given the product [CH2:1]([O:2][C:3]([C:5]1[S:14][C:8]2[N:9]=[CH:10][N:11]=[C:12]([NH:27][CH:25]([C:22]3[CH:23]=[CH:24][C:19]([O:18][CH3:17])=[CH:20][CH:21]=3)[CH3:26])[C:7]=2[C:6]=1[O:15][CH3:16])=[O:4])[CH3:28], predict the reactants needed to synthesize it. (6) Given the product [CH:17]1([O:16][C:8]2[C:9]3[O:10][C:11](/[CH:22]=[CH:23]\[C:24]([OH:26])=[O:25])=[CH:12][C:13]=3[C:5]([C:3]([O:2][CH3:1])=[O:4])=[CH:6][CH:7]=2)[CH2:18][CH2:19][CH2:20][CH2:21]1, predict the reactants needed to synthesize it. The reactants are: [CH3:1][O:2][C:3]([C:5]1[C:13]2[CH:12]=[C:11](C=O)[O:10][C:9]=2[C:8]([O:16][CH:17]2[CH2:21][CH2:20][CH2:19][CH2:18]2)=[CH:7][CH:6]=1)=[O:4].[C:22](O)(=O)[CH2:23][C:24]([OH:26])=[O:25].N1CCCCC1.Cl. (7) Given the product [NH2:28][C:29]1[CH:34]=[CH:33][CH:32]=[CH:31][C:30]=1[S:35][CH2:11][CH2:12][C:13]1[CH:14]=[CH:15][C:16]([C:19]#[N:20])=[CH:17][CH:18]=1, predict the reactants needed to synthesize it. The reactants are: C1(C)C=CC(S(O[CH2:11][CH2:12][C:13]2[CH:18]=[CH:17][C:16]([C:19]#[N:20])=[CH:15][CH:14]=2)(=O)=O)=CC=1.C([O-])([O-])=O.[K+].[K+].[NH2:28][C:29]1[CH:34]=[CH:33][CH:32]=[CH:31][C:30]=1[SH:35]. (8) The reactants are: [NH2:1][C:2]1[CH:7]=[CH:6][C:5]([C:8]2[C:16]3[C:11](=[CH:12][N:13]=[CH:14][CH:15]=3)[NH:10][C:9]=2[C:17]([NH2:19])=[O:18])=[CH:4][CH:3]=1.[F:20][C:21]([F:33])([F:32])[O:22][C:23]1[CH:28]=[CH:27][C:26]([N:29]=[C:30]=[O:31])=[CH:25][CH:24]=1. Given the product [F:20][C:21]([F:32])([F:33])[O:22][C:23]1[CH:24]=[CH:25][C:26]([NH:29][C:30](=[O:31])[NH:1][C:2]2[CH:3]=[CH:4][C:5]([C:8]3[C:16]4[C:11](=[CH:12][N:13]=[CH:14][CH:15]=4)[NH:10][C:9]=3[C:17]([NH2:19])=[O:18])=[CH:6][CH:7]=2)=[CH:27][CH:28]=1, predict the reactants needed to synthesize it. (9) Given the product [CH:1]([C@@H:4]1[C:9](=[O:10])[NH:8][CH2:7][CH2:6][N:5]1[C:11]([O:13][CH2:14][C:15]1[CH:16]=[CH:17][CH:18]=[CH:19][CH:20]=1)=[O:12])([CH3:3])[CH3:2], predict the reactants needed to synthesize it. The reactants are: [CH:1]([C@@H:4]1[C:9](=[O:10])[NH:8][CH:7]=[CH:6][N:5]1[C:11]([O:13][CH2:14][C:15]1[CH:20]=[CH:19][CH:18]=[CH:17][CH:16]=1)=[O:12])([CH3:3])[CH3:2].[SiH](CC)(CC)CC.C(O)(C(F)(F)F)=O.